From a dataset of Forward reaction prediction with 1.9M reactions from USPTO patents (1976-2016). Predict the product of the given reaction. (1) Given the reactants [CH2:1]1[S:5][C@H:4]([CH2:6][OH:7])[O:3][C@@H:2]1[N:8]1[C:13](=[O:14])[N:12]=[C:11]([NH2:15])[C:10]([F:16])=[CH:9]1.[C:17]([OH:30])(=[O:29])/[CH:18]=[CH:19]/[C:20]1[CH:28]=[CH:27][C:25]([OH:26])=[C:22]([O:23][CH3:24])[CH:21]=1, predict the reaction product. The product is: [CH2:1]1[S:5][C@H:4]([CH2:6][OH:7])[O:3][C@@H:2]1[N:8]1[C:13](=[O:14])[N:12]=[C:11]([NH2:15])[C:10]([F:16])=[CH:9]1.[C:17]([O-:30])(=[O:29])/[CH:18]=[CH:19]/[C:20]1[CH:28]=[CH:27][C:25]([OH:26])=[C:22]([O:23][CH3:24])[CH:21]=1. (2) Given the reactants [H-].[Na+].[F:3][C:4]1[CH:9]=[CH:8][C:7]([OH:10])=[CH:6][CH:5]=1.[Br:11][C:12]1[CH:13]=[N:14][CH:15]=[C:16](Br)[CH:17]=1, predict the reaction product. The product is: [Br:11][C:12]1[CH:13]=[N:14][CH:15]=[C:16]([O:10][C:7]2[CH:8]=[CH:9][C:4]([F:3])=[CH:5][CH:6]=2)[CH:17]=1.